Dataset: Reaction yield outcomes from USPTO patents with 853,638 reactions. Task: Predict the reaction yield, written as a fraction of the theoretical maximum amount of product (1.0 means a 100% yield; for example, 0.34 means a 34% yield). (1) The reactants are [Cl:1][C:2]1[CH:3]=[CH:4][C:5]([NH:9]C(=O)C(C)(C)C)=[N:6][C:7]=1[Cl:8].Cl.O.CCO. The catalyst is C(OCC)(=O)C.CCCCCC. The product is [Cl:1][C:2]1[CH:3]=[CH:4][C:5]([NH2:9])=[N:6][C:7]=1[Cl:8]. The yield is 0.930. (2) The reactants are C(OC([NH:8][C@@H:9]([CH2:14][C:15]1[CH:16]=[C:17]2[C:22](=[CH:23][CH:24]=1)[NH:21][CH2:20][CH2:19][CH2:18]2)[C:10]([O:12][CH3:13])=[O:11])=O)(C)(C)C.FC(F)(F)C(O)=O. The catalyst is ClCCl. The product is [NH2:8][C@@H:9]([CH2:14][C:15]1[CH:16]=[C:17]2[C:22](=[CH:23][CH:24]=1)[NH:21][CH2:20][CH2:19][CH2:18]2)[C:10]([O:12][CH3:13])=[O:11]. The yield is 0.850. (3) The reactants are [Cl:1][C:2]1[CH:26]=[N:25][C:5]2=[N:6][C:7]([N:12]3[CH2:15][CH:14]([N:16]([CH3:24])[C:17](=[O:23])[O:18][C:19]([CH3:22])([CH3:21])[CH3:20])[CH2:13]3)=[C:8]([NH:10][NH2:11])[N:9]=[C:4]2[CH:3]=1.[CH:27](OC)(OC)OC. No catalyst specified. The product is [Cl:1][C:2]1[CH:26]=[N:25][C:5]2[N:6]=[C:7]([N:12]3[CH2:15][CH:14]([N:16]([CH3:24])[C:17](=[O:23])[O:18][C:19]([CH3:20])([CH3:21])[CH3:22])[CH2:13]3)[C:8]3[N:9]([CH:27]=[N:11][N:10]=3)[C:4]=2[CH:3]=1. The yield is 0.980. (4) The reactants are [CH3:1][O:2][C:3](=[O:17])[C:4]([C:6]1[CH:11]=[CH:10][C:9]([S:12]([CH3:15])(=[O:14])=[O:13])=[C:8]([Cl:16])[CH:7]=1)=O.Cl.[CH:19]1([O:25][NH2:26])[CH2:24][CH2:23][CH2:22][CH2:21][CH2:20]1. The catalyst is CO. The product is [CH3:1][O:2][C:3](=[O:17])/[C:4](/[C:6]1[CH:11]=[CH:10][C:9]([S:12]([CH3:15])(=[O:14])=[O:13])=[C:8]([Cl:16])[CH:7]=1)=[N:26]/[O:25][CH:19]1[CH2:24][CH2:23][CH2:22][CH2:21][CH2:20]1. The yield is 0.340. (5) The reactants are Br[C:2]1[CH:23]=[CH:22][C:5]2[C:6]3[N:7]([CH:11]=[C:12]([C:14]4[N:18]([CH:19]([CH3:21])[CH3:20])[N:17]=[CH:16][N:15]=4)[N:13]=3)[CH2:8][CH2:9][O:10][C:4]=2[CH:3]=1.[CH3:24][C:25]1[N:26]([CH2:34][O:35][CH2:36][CH2:37][Si:38]([CH3:41])([CH3:40])[CH3:39])[CH:27]=[C:28]([Sn](C)(C)C)[N:29]=1.CC1N(COCC[Si](C)(C)C)C([Sn](C)(C)C)=CN=1. The catalyst is O1CCOCC1.C1C=CC([P]([Pd]([P](C2C=CC=CC=2)(C2C=CC=CC=2)C2C=CC=CC=2)([P](C2C=CC=CC=2)(C2C=CC=CC=2)C2C=CC=CC=2)[P](C2C=CC=CC=2)(C2C=CC=CC=2)C2C=CC=CC=2)(C2C=CC=CC=2)C2C=CC=CC=2)=CC=1. The product is [CH:19]([N:18]1[C:14]([C:12]2[N:13]=[C:6]3[C:5]4[CH:22]=[CH:23][C:2]([C:28]5[N:29]=[C:25]([CH3:24])[N:26]([CH2:34][O:35][CH2:36][CH2:37][Si:38]([CH3:41])([CH3:40])[CH3:39])[CH:27]=5)=[CH:3][C:4]=4[O:10][CH2:9][CH2:8][N:7]3[CH:11]=2)=[N:15][CH:16]=[N:17]1)([CH3:21])[CH3:20]. The yield is 0.590.